From a dataset of Peptide-MHC class II binding affinity with 134,281 pairs from IEDB. Regression. Given a peptide amino acid sequence and an MHC pseudo amino acid sequence, predict their binding affinity value. This is MHC class II binding data. (1) The peptide sequence is TATELNNALQNLART. The MHC is HLA-DPA10201-DPB10501 with pseudo-sequence HLA-DPA10201-DPB10501. The binding affinity (normalized) is 0.0748. (2) The peptide sequence is IRPRKTHESHLVRSW. The MHC is HLA-DQA10201-DQB10303 with pseudo-sequence HLA-DQA10201-DQB10303. The binding affinity (normalized) is 0.550. (3) The peptide sequence is KRWIKMSILNTAGSG. The MHC is HLA-DQA10301-DQB10302 with pseudo-sequence HLA-DQA10301-DQB10302. The binding affinity (normalized) is 0.0257. (4) The peptide sequence is IEPIVATNWQKLEAFWHKHM. The MHC is DRB1_1501 with pseudo-sequence DRB1_1501. The binding affinity (normalized) is 0.637. (5) The peptide sequence is GAVDIINKWQVVAPQ. The MHC is DRB1_1101 with pseudo-sequence DRB1_1101. The binding affinity (normalized) is 0.448. (6) The peptide sequence is RCALHWFPGSHLLAC. The MHC is HLA-DQA10102-DQB10502 with pseudo-sequence HLA-DQA10102-DQB10502. The binding affinity (normalized) is 0.292. (7) The peptide sequence is ITKLGAKPDGKTDCT. The MHC is DRB1_0401 with pseudo-sequence DRB1_0401. The binding affinity (normalized) is 0.0793. (8) The peptide sequence is QWIAASIILEFFLMV. The MHC is DRB1_0301 with pseudo-sequence DRB1_0301. The binding affinity (normalized) is 0.361. (9) The peptide sequence is LKIIAVFDSKLIS. The binding affinity (normalized) is 0.164. The MHC is HLA-DPA10201-DPB10501 with pseudo-sequence HLA-DPA10201-DPB10501.